The task is: Predict the reactants needed to synthesize the given product.. This data is from Full USPTO retrosynthesis dataset with 1.9M reactions from patents (1976-2016). (1) Given the product [F:37][C:35]([F:36])([F:38])[CH2:34][N:19]1[C:18]([CH2:17][CH2:16][O:15][C:12]2[CH:13]=[C:14]3[C:9]([CH:8]=[CH:7][N:6]3[CH2:5][C:4]([OH:39])=[O:3])=[CH:10][CH:11]=2)=[CH:22][C:21]([C:23]2[CH:28]=[CH:27][C:26]([O:29][C:30]([F:33])([F:32])[F:31])=[CH:25][CH:24]=2)=[N:20]1, predict the reactants needed to synthesize it. The reactants are: C([O:3][C:4](=[O:39])[CH2:5][N:6]1[C:14]2[C:9](=[CH:10][CH:11]=[C:12]([O:15][CH2:16][CH2:17][C:18]3[N:19]([CH2:34][C:35]([F:38])([F:37])[F:36])[N:20]=[C:21]([C:23]4[CH:28]=[CH:27][C:26]([O:29][C:30]([F:33])([F:32])[F:31])=[CH:25][CH:24]=4)[CH:22]=3)[CH:13]=2)[CH:8]=[CH:7]1)C.[Li+].[OH-]. (2) Given the product [I-:27].[CH2:24]([N@+:2]1([CH3:1])[CH2:3][CH2:4][C@:5]23[C:15]4[C:16]5[O:21][C@H:6]2[C:7](=[O:8])[CH2:9][CH2:10][C@@:11]3([O:22][CH3:23])[C@H:12]1[CH2:13][C:14]=4[CH:19]=[CH:18][C:17]=5[OH:20])[CH:25]=[CH2:26], predict the reactants needed to synthesize it. The reactants are: [CH3:1][N:2]1[C@@H:12]2[CH2:13][C:14]3[CH:19]=[CH:18][C:17]([OH:20])=[C:16]4[O:21][C@H:6]5[C:7]([CH2:9][CH2:10][C@:11]2([O:22][CH3:23])[C@:5]5([C:15]=34)[CH2:4][CH2:3]1)=[O:8].[CH2:24]([I:27])[CH:25]=[CH2:26]. (3) The reactants are: CC(C)([O-])C.[K+].O1CCCC1.[Cl:12][C:13]1[CH:22]=[C:21]([O:23][C@H:24]2[CH2:41][O:40][C@@H:26]([CH2:27][O:28]C(=O)C3C=CC([N+]([O-])=O)=CC=3)[CH2:25]2)[C:20]([Cl:42])=[C:19]2[C:14]=1[CH2:15][CH2:16][NH:17][C:18]2=[O:43].[CH2:44]([O:51][C:52]1[C:57]([CH2:58]Cl)=[C:56]([CH3:60])[CH:55]=[C:54]([CH3:61])[N:53]=1)[C:45]1[CH:50]=[CH:49][CH:48]=[CH:47][CH:46]=1. Given the product [CH2:44]([O:51][C:52]1[C:57]([CH2:58][N:17]2[CH2:16][CH2:15][C:14]3[C:19](=[C:20]([Cl:42])[C:21]([O:23][C@@H:24]4[CH2:25][C@H:26]([CH2:27][OH:28])[O:40][CH2:41]4)=[CH:22][C:13]=3[Cl:12])[C:18]2=[O:43])=[C:56]([CH3:60])[CH:55]=[C:54]([CH3:61])[N:53]=1)[C:45]1[CH:50]=[CH:49][CH:48]=[CH:47][CH:46]=1, predict the reactants needed to synthesize it. (4) Given the product [NH2:36][C@H:8]1[CH2:7][C@@H:6]2[C@@:11]([CH3:27])([C@@H:12]3[C@@H:3]([CH2:4][CH2:5]2)[C@:2]2([OH:1])[C@@:15]([CH3:26])([C@@H:16]([C:19]4[CH:20]=[CH:21][C:22](=[O:25])[O:23][CH:24]=4)[CH2:17][CH2:18]2)[CH2:14][CH2:13]3)[CH2:10][CH2:9]1.[NH2:36][C@@H:35]1[CH2:7][C@@H:6]2[C@@:11]([CH3:27])([C@@H:12]3[C@@H:3]([CH2:4][CH2:5]2)[C@:2]2([OH:1])[C@@:15]([CH3:26])([C@@H:16]([C:19]4[CH:20]=[CH:21][C:22](=[O:25])[O:23][CH:24]=4)[CH2:17][CH2:18]2)[CH2:14][CH2:13]3)[CH2:10][CH2:9]1, predict the reactants needed to synthesize it. The reactants are: [OH:1][C@:2]12[CH2:18][CH2:17][C@H:16]([C:19]3[CH:20]=[CH:21][C:22](=[O:25])[O:23][CH:24]=3)[C@@:15]1([CH3:26])[CH2:14][CH2:13][C@H:12]1[C@H:3]2[CH2:4][CH2:5][C@H:6]2[C@:11]1([CH3:27])[CH2:10][CH2:9][C:8](=O)[CH2:7]2.C([O-])(C)=O.[NH4+].[BH3-][C:35]#[N:36].[Na+].Cl.C([O-])([O-])=O.[Na+].[Na+]. (5) Given the product [I:1][C:2]1[NH:6][C:5]([CH:7]2[CH2:10][CH2:21][O:16][CH2:17][CH2:11]2)=[N:4][C:3]=1[C:12]([F:13])([F:14])[F:15], predict the reactants needed to synthesize it. The reactants are: [I:1][C:2]1[NH:6][C:5]([C:7]2([CH3:11])[CH2:10]OC2)=[N:4][C:3]=1[C:12]([F:15])([F:14])[F:13].[O:16]1[CH2:21]CC(C=O)C[CH2:17]1. (6) The reactants are: [I:1][C:2]1[CH:3]=[C:4]([C:12]2[N:16]=[C:15]([C:17]3[CH:22]=[CH:21][C:20]([CH2:23][CH2:24][CH3:25])=[CH:19][CH:18]=3)[O:14][N:13]=2)[CH:5]=[CH:6][C:7]=1[O:8]C(C)C.ClC1C=C(C2ON=C(C3C=CC(OC(C)C)=C(I)C=3)N=2)C=CC=1OCCC. Given the product [I:1][C:2]1[CH:3]=[C:4]([C:12]2[N:16]=[C:15]([C:17]3[CH:22]=[CH:21][C:20]([CH2:23][CH2:24][CH3:25])=[CH:19][CH:18]=3)[O:14][N:13]=2)[CH:5]=[CH:6][C:7]=1[OH:8], predict the reactants needed to synthesize it.